Dataset: Forward reaction prediction with 1.9M reactions from USPTO patents (1976-2016). Task: Predict the product of the given reaction. (1) Given the reactants CC(C[AlH]CC(C)C)C.C1(C)C=CC=CC=1.C([O:19][C:20](=O)/[C:21](/[C:28]1[CH:33]=[CH:32][C:31]([S:34]([CH3:37])(=[O:36])=[O:35])=[CH:30][CH:29]=1)=[CH:22]/[CH:23]1[CH2:27][CH2:26][CH2:25][CH2:24]1)C, predict the reaction product. The product is: [CH:23]1(/[CH:22]=[C:21](\[C:28]2[CH:33]=[CH:32][C:31]([S:34]([CH3:37])(=[O:36])=[O:35])=[CH:30][CH:29]=2)/[CH2:20][OH:19])[CH2:27][CH2:26][CH2:25][CH2:24]1. (2) Given the reactants Cl.Cl.C(O[C:6]([C:8]1[CH:9]=[C:10]2[C:14](=[CH:15][CH:16]=1)[NH:13][N:12]=[C:11]2[C:17]1[CH:26]=[CH:25][C:24]2[C:19](=[CH:20][CH:21]=[C:22]([C:27](=[O:36])[NH:28][CH2:29][CH2:30][N:31]3[CH2:35][CH2:34][CH2:33][CH2:32]3)[CH:23]=2)[CH:18]=1)=[NH:7])C.[CH3:37][C:38]([CH3:45])([CH3:44])[CH2:39][C:40]([NH:42][NH2:43])=O.C(N(CC)CC)C, predict the reaction product. The product is: [N:31]1([CH2:30][CH2:29][NH:28][C:27]([C:22]2[CH:21]=[CH:20][C:19]3[C:24](=[CH:25][CH:26]=[C:17]([C:11]4[C:10]5[C:14](=[CH:15][CH:16]=[C:8]([C:6]6[NH:43][N:42]=[C:40]([CH2:39][C:38]([CH3:45])([CH3:44])[CH3:37])[N:7]=6)[CH:9]=5)[NH:13][N:12]=4)[CH:18]=3)[CH:23]=2)=[O:36])[CH2:32][CH2:33][CH2:34][CH2:35]1. (3) Given the reactants [CH2:1]([O:3][C:4]([C:6]1[CH:7]=[N:8][C:9]2[C:14]([C:15]=1Cl)=[CH:13][CH:12]=[CH:11][C:10]=2[N+:17]([O-])=O)=[O:5])[CH3:2].[CH3:20][O:21][CH2:22][CH:23]([NH2:26])[CH2:24][CH3:25], predict the reaction product. The product is: [CH2:1]([O:3][C:4]([C:6]1[CH:7]=[N:8][C:9]2[C:14]([C:15]=1[NH:26][CH:23]([CH2:22][O:21][CH3:20])[CH2:24][CH3:25])=[CH:13][CH:12]=[CH:11][C:10]=2[NH2:17])=[O:5])[CH3:2]. (4) Given the reactants [OH:1][C@H:2]1[CH2:19][CH2:18][C@@:17]2([CH3:20])[C:4](=[CH:5][CH2:6][C@@H:7]3[C@@H:16]2[CH2:15][CH2:14][C@@:12]2([CH3:13])[C@H:8]3[CH2:9][CH:10]=[C:11]2[N:21]2[CH:25]=[N:24][CH:23]=[N:22]2)[CH2:3]1.O.NN.C(O)(=O)C, predict the reaction product. The product is: [OH:1][C@H:2]1[CH2:19][CH2:18][C@@:17]2([CH3:20])[C:4](=[CH:5][CH2:6][C@@H:7]3[C@@H:16]2[CH2:15][CH2:14][C@@:12]2([CH3:13])[C@H:8]3[CH2:9][CH2:10][C@@H:11]2[N:21]2[CH:25]=[N:24][CH:23]=[N:22]2)[CH2:3]1. (5) Given the reactants [C:1]1(=[O:27])[N:5]([CH2:6][C:7]2[CH:12]=[CH:11][CH:10]=[CH:9][C:8]=2[C:13]2[C:14]([C:19](O)=[O:20])=[CH:15][CH:16]=[CH:17][CH:18]=2)[C:4](=[O:22])[C:3]2=[CH:23][CH:24]=[CH:25][CH:26]=[C:2]12.[CH2:28]([NH2:33])[CH2:29][CH:30]([CH3:32])[CH3:31].C1C=CC2N(O)N=NC=2C=1.CC(C)N=C=NC(C)C, predict the reaction product. The product is: [CH2:28]([NH:33][C:19]([C:14]1[C:13]([C:8]2[CH:9]=[CH:10][CH:11]=[CH:12][C:7]=2[CH2:6][N:5]2[C:4](=[O:22])[C:3]3=[CH:23][CH:24]=[CH:25][CH:26]=[C:2]3[C:1]2=[O:27])=[CH:18][CH:17]=[CH:16][CH:15]=1)=[O:20])[CH2:29][CH:30]([CH3:32])[CH3:31]. (6) Given the reactants [Cl:1][C:2]1[CH:7]=[CH:6][CH:5]=[C:4]([F:8])[C:3]=1[CH2:9][CH2:10][OH:11].I[CH2:13][C:14]([O:16][CH2:17][CH3:18])=[O:15].C(C1C=CC=C(C(C)(C)C)N=1)(C)(C)C, predict the reaction product. The product is: [CH2:17]([O:16][C:14](=[O:15])[CH2:13][O:11][CH2:10][CH2:9][C:3]1[C:4]([F:8])=[CH:5][CH:6]=[CH:7][C:2]=1[Cl:1])[CH3:18]. (7) Given the reactants [OH-].[Na+].[CH3:3][O:4][CH2:5][CH2:6][O:7][CH2:8][CH2:9][O:10][CH2:11][CH:12]([OH:22])[CH2:13][O:14][CH2:15][CH2:16][O:17][CH2:18][CH2:19][O:20][CH3:21].Cl[CH2:24][CH2:25][O:26][CH3:27], predict the reaction product. The product is: [CH3:3][O:4][CH2:5][CH2:6][O:7][CH2:8][CH2:9][O:10][CH2:11][CH:12]([O:22][CH2:24][CH2:25][O:26][CH3:27])[CH2:13][O:14][CH2:15][CH2:16][O:17][CH2:18][CH2:19][O:20][CH3:21].